Dataset: Peptide-MHC class I binding affinity with 185,985 pairs from IEDB/IMGT. Task: Regression. Given a peptide amino acid sequence and an MHC pseudo amino acid sequence, predict their binding affinity value. This is MHC class I binding data. (1) The peptide sequence is TYQRTRALF. The MHC is H-2-Kd with pseudo-sequence H-2-Kd. The binding affinity (normalized) is 0.314. (2) The peptide sequence is KLVAMGINAV. The MHC is HLA-A11:01 with pseudo-sequence HLA-A11:01. The binding affinity (normalized) is 0. (3) The peptide sequence is KIIIVAVHV. The MHC is HLA-A02:06 with pseudo-sequence HLA-A02:06. The binding affinity (normalized) is 0.318.